From a dataset of NCI-60 drug combinations with 297,098 pairs across 59 cell lines. Regression. Given two drug SMILES strings and cell line genomic features, predict the synergy score measuring deviation from expected non-interaction effect. (1) Drug 1: CNC(=O)C1=CC=CC=C1SC2=CC3=C(C=C2)C(=NN3)C=CC4=CC=CC=N4. Drug 2: CC1C(C(=O)NC(C(=O)N2CCCC2C(=O)N(CC(=O)N(C(C(=O)O1)C(C)C)C)C)C(C)C)NC(=O)C3=C4C(=C(C=C3)C)OC5=C(C(=O)C(=C(C5=N4)C(=O)NC6C(OC(=O)C(N(C(=O)CN(C(=O)C7CCCN7C(=O)C(NC6=O)C(C)C)C)C)C(C)C)C)N)C. Cell line: SF-268. Synergy scores: CSS=27.7, Synergy_ZIP=7.32, Synergy_Bliss=14.2, Synergy_Loewe=11.6, Synergy_HSA=12.0. (2) Drug 1: CC1=C(C=C(C=C1)NC(=O)C2=CC=C(C=C2)CN3CCN(CC3)C)NC4=NC=CC(=N4)C5=CN=CC=C5. Drug 2: C1=CN(C=N1)CC(O)(P(=O)(O)O)P(=O)(O)O. Cell line: NCI/ADR-RES. Synergy scores: CSS=-3.90, Synergy_ZIP=1.22, Synergy_Bliss=-3.56, Synergy_Loewe=-7.45, Synergy_HSA=-7.93. (3) Drug 1: C1CNP(=O)(OC1)N(CCCl)CCCl. Drug 2: CS(=O)(=O)CCNCC1=CC=C(O1)C2=CC3=C(C=C2)N=CN=C3NC4=CC(=C(C=C4)OCC5=CC(=CC=C5)F)Cl. Cell line: HT29. Synergy scores: CSS=42.5, Synergy_ZIP=8.89, Synergy_Bliss=8.83, Synergy_Loewe=-26.4, Synergy_HSA=3.50. (4) Drug 1: CN(C)C1=NC(=NC(=N1)N(C)C)N(C)C. Drug 2: CC1CCC2CC(C(=CC=CC=CC(CC(C(=O)C(C(C(=CC(C(=O)CC(OC(=O)C3CCCCN3C(=O)C(=O)C1(O2)O)C(C)CC4CCC(C(C4)OC)O)C)C)O)OC)C)C)C)OC. Cell line: NCI/ADR-RES. Synergy scores: CSS=-6.18, Synergy_ZIP=-0.875, Synergy_Bliss=-8.18, Synergy_Loewe=-15.0, Synergy_HSA=-9.78.